This data is from Peptide-MHC class II binding affinity with 134,281 pairs from IEDB. The task is: Regression. Given a peptide amino acid sequence and an MHC pseudo amino acid sequence, predict their binding affinity value. This is MHC class II binding data. (1) The peptide sequence is YLGLEVLTRARAALT. The MHC is HLA-DPA10103-DPB10401 with pseudo-sequence HLA-DPA10103-DPB10401. The binding affinity (normalized) is 0.190. (2) The peptide sequence is FDPYGATISATPESA. The MHC is DRB1_0401 with pseudo-sequence DRB1_0401. The binding affinity (normalized) is 0.441. (3) The peptide sequence is TLTPMMSSKFPELGM. The MHC is HLA-DPA10103-DPB10401 with pseudo-sequence HLA-DPA10103-DPB10401. The binding affinity (normalized) is 0.775. (4) The peptide sequence is ESLHNPYPDYHWLRT. The MHC is DRB3_0202 with pseudo-sequence DRB3_0202. The binding affinity (normalized) is 0.